The task is: Predict the product of the given reaction.. This data is from Forward reaction prediction with 1.9M reactions from USPTO patents (1976-2016). (1) Given the reactants [C:1]([O:5][C:6](=[O:15])[CH2:7]/[N:8]=[CH:9]/[CH2:10][C:11]([CH3:14])([CH3:13])[CH3:12])([CH3:4])([CH3:3])[CH3:2].[Cl:16][C:17]1[CH:22]=[CH:21][C:20](/[C:23](=[CH:26]/[C:27]2[CH:32]=[CH:31][CH:30]=[C:29]([F:33])[C:28]=2[F:34])/[C:24]#[N:25])=[C:19]([F:35])[CH:18]=1.C(N(CC)CC)C, predict the reaction product. The product is: [C:1]([O:5][C:6]([CH:7]1[CH:26]([C:27]2[CH:32]=[CH:31][CH:30]=[C:29]([F:33])[C:28]=2[F:34])[C:23]([C:20]2[CH:21]=[CH:22][C:17]([Cl:16])=[CH:18][C:19]=2[F:35])([C:24]#[N:25])[CH:9]([CH2:10][C:11]([CH3:14])([CH3:13])[CH3:12])[NH:8]1)=[O:15])([CH3:4])([CH3:3])[CH3:2]. (2) The product is: [F:1][C:2]1[CH:7]=[CH:6][C:5]([N:8]2[C:12]([C:13]3[N:14]=[CH:15][N:16]([C:18]4[CH:26]=[CH:25][C:21]([C:22]([NH:28][C:29]([CH3:33])([CH3:32])[CH2:30][OH:31])=[O:23])=[CH:20][N:19]=4)[CH:17]=3)=[C:11]([CH3:27])[N:10]=[N:9]2)=[CH:4][CH:3]=1. Given the reactants [F:1][C:2]1[CH:7]=[CH:6][C:5]([N:8]2[C:12]([C:13]3[N:14]=[CH:15][N:16]([C:18]4[CH:26]=[CH:25][C:21]([C:22](O)=[O:23])=[CH:20][N:19]=4)[CH:17]=3)=[C:11]([CH3:27])[N:10]=[N:9]2)=[CH:4][CH:3]=1.[NH2:28][C:29]([CH3:33])([CH3:32])[CH2:30][OH:31], predict the reaction product. (3) The product is: [NH2:2][C:3]1[C:12]2[N:13]=[C:14]([CH2:38][CH2:39][O:40][CH3:41])[N:15]([CH2:16][CH2:17][CH2:18][N:19]([CH2:24][C:25]3[CH:26]=[C:27]([CH:35]=[CH:36][CH:37]=3)[O:28][CH2:29][C:30]([O:32][CH2:33][CH3:34])=[O:31])[C:20](=[O:23])[CH2:21][N:42]3[CH2:46][CH2:45][CH2:44][CH2:43]3)[C:11]=2[C:10]2[CH:9]=[CH:8][CH:7]=[CH:6][C:5]=2[N:4]=1. Given the reactants Cl.[NH2:2][C:3]1[C:12]2[N:13]=[C:14]([CH2:38][CH2:39][O:40][CH3:41])[N:15]([CH2:16][CH2:17][CH2:18][N:19]([CH2:24][C:25]3[CH:26]=[C:27]([CH:35]=[CH:36][CH:37]=3)[O:28][CH2:29][C:30]([O:32][CH2:33][CH3:34])=[O:31])[C:20](=[O:23])[CH2:21]Cl)[C:11]=2[C:10]2[CH:9]=[CH:8][CH:7]=[CH:6][C:5]=2[N:4]=1.[NH:42]1[CH2:46][CH2:45][CH2:44][CH2:43]1, predict the reaction product. (4) Given the reactants [N-:1]=[N+:2]=[N-:3].[Na+].O1CCOCCOCCOCCOCCOCC1.Cl[CH:24]([C:26]1[O:27][C:28]([C:32]2[CH:37]=[CH:36][C:35]([Cl:38])=[CH:34][CH:33]=2)=[C:29]([CH3:31])[N:30]=1)[CH3:25], predict the reaction product. The product is: [N:1]([CH:24]([C:26]1[O:27][C:28]([C:32]2[CH:37]=[CH:36][C:35]([Cl:38])=[CH:34][CH:33]=2)=[C:29]([CH3:31])[N:30]=1)[CH3:25])=[N+:2]=[N-:3]. (5) The product is: [F:17][C:14]1[CH:15]=[CH:16][C:11]([C:10]([NH:9][C:6]2[CH:5]=[CH:4][C:3]([C:1]#[C:2][C:20]3[CH:21]=[N:22][CH:23]=[C:24]([CH:37]=3)[C:25]([N:27]=[S@@:28]([CH3:36])(=[O:35])[C:29]3[CH:34]=[CH:33][CH:32]=[CH:31][CH:30]=3)=[O:26])=[CH:8][CH:7]=2)=[O:18])=[CH:12][CH:13]=1. Given the reactants [C:1]([C:3]1[CH:8]=[CH:7][C:6]([NH:9][C:10](=[O:18])[C:11]2[CH:16]=[CH:15][C:14]([F:17])=[CH:13][CH:12]=2)=[CH:5][CH:4]=1)#[CH:2].Br[C:20]1[CH:21]=[N:22][CH:23]=[C:24]([CH:37]=1)[C:25]([N:27]=[S:28]([CH3:36])(=[O:35])[C:29]1[CH:34]=[CH:33][CH:32]=[CH:31][CH:30]=1)=[O:26], predict the reaction product. (6) Given the reactants F[C:2]1[C:7]([N+:8]([O-:10])=[O:9])=[CH:6][C:5]([NH:11][C:12]2[N:17]=[C:16]([N:18]3[CH:22]=[C:21]([CH3:23])[C:20]([CH:24]=[O:25])=[CH:19]3)[C:15]([CH3:26])=[CH:14][N:13]=2)=[C:4]([O:27][CH3:28])[CH:3]=1.CC1C(C=O)=CN(C2C=CN=C(NC3C=CC([N:50]4[CH2:55][CH2:54][O:53][CH2:52][CH2:51]4)=C([N+]([O-])=O)C=3)N=2)N=1, predict the reaction product. The product is: [CH3:28][O:27][C:4]1[CH:3]=[C:2]([N:50]2[CH2:55][CH2:54][O:53][CH2:52][CH2:51]2)[C:7]([N+:8]([O-:10])=[O:9])=[CH:6][C:5]=1[NH:11][C:12]1[N:17]=[C:16]([N:18]2[CH:22]=[C:21]([CH3:23])[C:20]([CH:24]=[O:25])=[CH:19]2)[C:15]([CH3:26])=[CH:14][N:13]=1. (7) Given the reactants [Cl:1][C:2]1[CH:11]=[C:10]([C:12](=[O:14])[CH3:13])[C:9]([N:15]2[CH2:20][CH2:19][NH:18][CH2:17][CH2:16]2)=[C:8]2[C:3]=1[CH:4]=[CH:5][CH:6]=[N:7]2.[CH3:21][C:22]1[O:26][N:25]=[C:24]([C:27](Cl)=[O:28])[CH:23]=1.C(N(CC)CC)C, predict the reaction product. The product is: [Cl:1][C:2]1[CH:11]=[C:10]([C:12](=[O:14])[CH3:13])[C:9]([N:15]2[CH2:16][CH2:17][N:18]([C:27]([C:24]3[CH:23]=[C:22]([CH3:21])[O:26][N:25]=3)=[O:28])[CH2:19][CH2:20]2)=[C:8]2[C:3]=1[CH:4]=[CH:5][CH:6]=[N:7]2. (8) Given the reactants [OH-].[B+3].[Na+].[OH-].[OH-].[OH-].CN(C=O)C.[CH:12]12[CH2:18][CH:15]([CH:16]=[CH:17]1)[CH:14]1[C:19]([O:21][C:22](=O)[CH:13]21)=[O:20].S(=O)(=O)(O)O, predict the reaction product. The product is: [C:15]12[CH2:18][CH:12]([CH2:17][CH2:16]1)[CH:13]1[C:14]=2[C:19](=[O:20])[O:21][CH2:22]1. (9) Given the reactants [CH3:1][C:2]1[C:39]([CH3:40])=[CH:38][CH:37]=[CH:36][C:3]=1[O:4][CH2:5][CH2:6][CH2:7][C:8]([N:10]1[C:19]2[C:14](=[C:15]([C:20]3[CH:21]=[N:22][N:23]([CH2:25][C:26]4[CH:31]=[CH:30][CH:29]=[C:28]([O:32][CH2:33][CH2:34]O)[CH:27]=4)[CH:24]=3)[CH:16]=[CH:17][CH:18]=2)[CH2:13][CH2:12][CH2:11]1)=[O:9].[C:41]([O:45][C:46]([NH:48][C:49]([NH:51][C:52]([O:54][C:55]([CH3:58])([CH3:57])[CH3:56])=[O:53])=[NH:50])=[O:47])([CH3:44])([CH3:43])[CH3:42].C1(P(C2C=CC=CC=2)C2C=CC=CC=2)C=CC=CC=1.CCOC(/N=N/C(OCC)=O)=O, predict the reaction product. The product is: [C:55]([O:54][C:52]([NH:51][C:49](=[N:48][C:46](=[O:47])[O:45][C:41]([CH3:44])([CH3:43])[CH3:42])[NH:50][CH2:34][CH2:33][O:32][C:28]1[CH:29]=[CH:30][CH:31]=[C:26]([CH2:25][N:23]2[CH:24]=[C:20]([C:15]3[CH:16]=[CH:17][CH:18]=[C:19]4[C:14]=3[CH2:13][CH2:12][CH2:11][N:10]4[C:8](=[O:9])[CH2:7][CH2:6][CH2:5][O:4][C:3]3[CH:36]=[CH:37][CH:38]=[C:39]([CH3:40])[C:2]=3[CH3:1])[CH:21]=[N:22]2)[CH:27]=1)=[O:53])([CH3:58])([CH3:57])[CH3:56]. (10) Given the reactants C1COC2C=CC([NH:11][C:12]3[C:17]([F:18])=[CH:16][N:15]=[C:14]([NH:19][C:20]4[CH:25]=[CH:24][CH:23]=[C:22]([OH:26])[CH:21]=4)[N:13]=3)=CC=2O1.ClC1N=C(N[CH2:35][CH:36]([OH:43])[C:37]2[CH:42]=[CH:41][CH:40]=[CH:39][CH:38]=2)C(F)=CN=1.[CH2:45]1[CH2:55]OC2C=CC(N)=CC=2[O:46]1, predict the reaction product. The product is: [CH2:55]1[CH2:45][O:46][C:23]2[CH:24]=[CH:25][C:20]([N:19]([CH2:35][CH:36]([OH:43])[C:37]3[CH:38]=[CH:39][CH:40]=[CH:41][CH:42]=3)[C:14]3[N:13]=[C:12]([NH2:11])[C:17]([F:18])=[CH:16][N:15]=3)=[CH:21][C:22]=2[O:26]1.